This data is from Reaction yield outcomes from USPTO patents with 853,638 reactions. The task is: Predict the reaction yield, written as a fraction of the theoretical maximum amount of product (1.0 means a 100% yield; for example, 0.34 means a 34% yield). (1) The reactants are [CH3:1][C:2]([CH3:9])([CH3:8])[C:3](=O)[CH2:4][C:5]#[N:6].[CH3:10][O:11][C:12]1[CH:17]=[CH:16][C:15]([NH:18][NH2:19])=[CH:14][CH:13]=1.CCCCC. The catalyst is C(O)C.C(O)(=O)C. The product is [C:2]([C:3]1[CH:4]=[C:5]([NH2:6])[N:18]([C:15]2[CH:16]=[CH:17][C:12]([O:11][CH3:10])=[CH:13][CH:14]=2)[N:19]=1)([CH3:9])([CH3:8])[CH3:1]. The yield is 0.820. (2) The reactants are [NH2:1][C:2]1[C:3]([F:23])=[CH:4][C:5]([Br:22])=[C:6]([C:8]2[C:9](=[O:21])[N:10]([CH3:20])[C:11]3[C:16]([CH:17]=2)=[CH:15][N:14]=[C:13]([NH:18][CH3:19])[CH:12]=3)[CH:7]=1.[C:24]1([N:30]=[C:31]=[O:32])[CH:29]=[CH:28][CH:27]=[CH:26][CH:25]=1. The catalyst is C(Cl)Cl. The product is [Br:22][C:5]1[C:6]([C:8]2[C:9](=[O:21])[N:10]([CH3:20])[C:11]3[C:16]([CH:17]=2)=[CH:15][N:14]=[C:13]([NH:18][CH3:19])[CH:12]=3)=[CH:7][C:2]([NH:1][C:31]([NH:30][C:24]2[CH:29]=[CH:28][CH:27]=[CH:26][CH:25]=2)=[O:32])=[C:3]([F:23])[CH:4]=1. The yield is 0.440.